From a dataset of Forward reaction prediction with 1.9M reactions from USPTO patents (1976-2016). Predict the product of the given reaction. (1) Given the reactants [CH3:1][O:2][C:3]([C:5]1[S:6][C:7]([S:21][CH3:22])=[C:8]([S:10]([C:13]2[CH:14]=[N:15][C:16](Cl)=[C:17]([Br:19])[CH:18]=2)(=[O:12])=[O:11])[CH:9]=1)=[O:4].[NH2:23][CH2:24][C:25]1[CH:30]=[CH:29][C:28]([S:31]([NH2:34])(=[O:33])=[O:32])=[CH:27][CH:26]=1.C(N(C(C)C)CC)(C)C.C1COCC1, predict the reaction product. The product is: [CH3:1][O:2][C:3]([C:5]1[S:6][C:7]([S:21][CH3:22])=[C:8]([S:10]([C:13]2[CH:14]=[N:15][C:16]([NH:23][CH2:24][C:25]3[CH:26]=[CH:27][C:28]([S:31](=[O:33])(=[O:32])[NH2:34])=[CH:29][CH:30]=3)=[C:17]([Br:19])[CH:18]=2)(=[O:12])=[O:11])[CH:9]=1)=[O:4]. (2) Given the reactants [Cl:1][C:2]1[CH:3]=[C:4]([C:12](O)=O)[CH:5]=[N:6][C:7]=1[O:8][CH:9]([CH3:11])[CH3:10].[C:15](Cl)(=O)[C:16](Cl)=[O:17].[OH:21][NH:22][C:23](=[NH:50])[C:24]1[C:25]([CH3:49])=[C:26]2[C:31](=[CH:32][CH:33]=1)[CH:30]([CH2:34][CH2:35][CH2:36][C:37](=[O:41])CCC)[N:29]([C:42]([O:44][C:45]([CH3:48])([CH3:47])[CH3:46])=[O:43])[CH2:28][CH2:27]2.C(N(CC)CC)C, predict the reaction product. The product is: [Cl:1][C:2]1[CH:3]=[C:4]([C:12]2[O:21][N:22]=[C:23]([C:24]3[C:25]([CH3:49])=[C:26]4[C:31](=[CH:32][CH:33]=3)[CH:30]([CH2:34][CH2:35][CH2:36][C:37]([O:17][CH2:16][CH3:15])=[O:41])[N:29]([C:42]([O:44][C:45]([CH3:47])([CH3:48])[CH3:46])=[O:43])[CH2:28][CH2:27]4)[N:50]=2)[CH:5]=[N:6][C:7]=1[O:8][CH:9]([CH3:10])[CH3:11]. (3) Given the reactants [Br:1][C:2]1[CH:3]=[N:4][C:5]([Cl:14])=[C:6]([CH:13]=1)[C:7](N(OC)C)=[O:8].[CH3:15][Mg]Br, predict the reaction product. The product is: [Br:1][C:2]1[CH:13]=[C:6]([C:7](=[O:8])[CH3:15])[C:5]([Cl:14])=[N:4][CH:3]=1. (4) Given the reactants [CH3:1][N:2]1[C:6](=[S:7])[O:5][N:4]=[C:3]1/[C:8](=[N:15]\[O:16][CH2:17][C:18]1[N:23]=[C:22]([NH:24]C(=O)OC(C)(C)C)[CH:21]=[CH:20][CH:19]=1)/[C:9]1[CH:14]=[CH:13][CH:12]=[CH:11][CH:10]=1.FC(F)(F)C(O)=O, predict the reaction product. The product is: [NH2:24][C:22]1[N:23]=[C:18]([CH2:17][O:16]/[N:15]=[C:8](/[C:9]2[CH:14]=[CH:13][CH:12]=[CH:11][CH:10]=2)\[C:3]2[N:2]([CH3:1])[C:6](=[S:7])[O:5][N:4]=2)[CH:19]=[CH:20][CH:21]=1. (5) Given the reactants [CH2:1]([N:3]([C:10](=[O:23])[C:11]1[CH:16]=[C:15]([CH3:17])[CH:14]=[CH:13][C:12]=1[N:18]1[N:22]=[CH:21][CH:20]=[N:19]1)[C@@H:4]([CH3:9])[CH2:5][C:6]([OH:8])=O)[CH3:2].[F:24][C:25]1[CH:34]=[CH:33][C:28]([C:29]([NH:31][NH2:32])=[O:30])=[CH:27][CH:26]=1, predict the reaction product. The product is: [CH2:1]([N:3]([C@H:4]([CH2:5][C:6]([NH:32][NH:31][C:29](=[O:30])[C:28]1[CH:27]=[CH:26][C:25]([F:24])=[CH:34][CH:33]=1)=[O:8])[CH3:9])[C:10](=[O:23])[C:11]1[CH:16]=[C:15]([CH3:17])[CH:14]=[CH:13][C:12]=1[N:18]1[N:22]=[CH:21][CH:20]=[N:19]1)[CH3:2]. (6) Given the reactants [Br:1][C:2]1[C:3]([C:18](OC)=[O:19])=[CH:4][C:5]([O:15][CH2:16][CH3:17])=[C:6]([C:8]2[CH:13]=[CH:12][C:11]([F:14])=[CH:10][CH:9]=2)[CH:7]=1.[H-].[Al+3].[Li+].[H-].[H-].[H-].O.O.O.O.O.O.O.O.O.O.S([O-])([O-])(=O)=O.[Na+].[Na+], predict the reaction product. The product is: [Br:1][C:2]1[C:3]([CH:18]=[O:19])=[CH:4][C:5]([O:15][CH2:16][CH3:17])=[C:6]([C:8]2[CH:9]=[CH:10][C:11]([F:14])=[CH:12][CH:13]=2)[CH:7]=1.